Dataset: Forward reaction prediction with 1.9M reactions from USPTO patents (1976-2016). Task: Predict the product of the given reaction. (1) Given the reactants Br[CH2:2][C:3]([C:5]1[CH:10]=[CH:9][CH:8]=[CH:7][CH:6]=1)=[O:4].[Br:11][C:12]1[CH:17]=[CH:16][C:15]([C@@H:18]([NH2:20])[CH3:19])=[CH:14][CH:13]=1.CCN(CC)CC, predict the reaction product. The product is: [Br:11][C:12]1[CH:17]=[CH:16][C:15]([C@@H:18]([NH:20][CH2:2][C:3]([C:5]2[CH:10]=[CH:9][CH:8]=[CH:7][CH:6]=2)=[O:4])[CH3:19])=[CH:14][CH:13]=1. (2) Given the reactants Br[C:2]1[CH:3]=[C:4]([NH:9][CH2:10][CH2:11][N:12]([CH3:14])[CH3:13])[CH:5]=[C:6]([F:8])[CH:7]=1.[B:15]1([B:15]2[O:19][C:18]([CH3:21])([CH3:20])[C:17]([CH3:23])([CH3:22])[O:16]2)[O:19][C:18]([CH3:21])([CH3:20])[C:17]([CH3:23])([CH3:22])[O:16]1.CC([O-])=O.[K+], predict the reaction product. The product is: [F:8][C:6]1[CH:5]=[C:4]([NH:9][CH2:10][CH2:11][N:12]([CH3:14])[CH3:13])[CH:3]=[C:2]([B:15]2[O:19][C:18]([CH3:21])([CH3:20])[C:17]([CH3:23])([CH3:22])[O:16]2)[CH:7]=1.